This data is from NCI-60 drug combinations with 297,098 pairs across 59 cell lines. The task is: Regression. Given two drug SMILES strings and cell line genomic features, predict the synergy score measuring deviation from expected non-interaction effect. (1) Drug 1: C1=CC=C(C(=C1)C(C2=CC=C(C=C2)Cl)C(Cl)Cl)Cl. Drug 2: C1=NNC2=C1C(=O)NC=N2. Cell line: UACC-257. Synergy scores: CSS=2.06, Synergy_ZIP=0.533, Synergy_Bliss=0.191, Synergy_Loewe=1.31, Synergy_HSA=0.389. (2) Drug 1: CC12CCC(CC1=CCC3C2CCC4(C3CC=C4C5=CN=CC=C5)C)O. Drug 2: CC1CCC2CC(C(=CC=CC=CC(CC(C(=O)C(C(C(=CC(C(=O)CC(OC(=O)C3CCCCN3C(=O)C(=O)C1(O2)O)C(C)CC4CCC(C(C4)OC)OCCO)C)C)O)OC)C)C)C)OC. Cell line: OVCAR-5. Synergy scores: CSS=8.58, Synergy_ZIP=-3.52, Synergy_Bliss=-4.05, Synergy_Loewe=-4.03, Synergy_HSA=-1.57. (3) Drug 1: CCC1(CC2CC(C3=C(CCN(C2)C1)C4=CC=CC=C4N3)(C5=C(C=C6C(=C5)C78CCN9C7C(C=CC9)(C(C(C8N6C)(C(=O)OC)O)OC(=O)C)CC)OC)C(=O)OC)O.OS(=O)(=O)O. Drug 2: C1CCC(C(C1)N)N.C(=O)(C(=O)[O-])[O-].[Pt+4]. Cell line: CCRF-CEM. Synergy scores: CSS=48.1, Synergy_ZIP=0.784, Synergy_Bliss=-1.98, Synergy_Loewe=-6.02, Synergy_HSA=-5.50.